Dataset: Reaction yield outcomes from USPTO patents with 853,638 reactions. Task: Predict the reaction yield, written as a fraction of the theoretical maximum amount of product (1.0 means a 100% yield; for example, 0.34 means a 34% yield). The reactants are [CH2:1]([O:4][C:5]1[C:10]([C:11]([CH3:14])([CH3:13])[CH3:12])=[CH:9][C:8]([CH3:15])=[CH:7][C:6]=1[Si:16]([CH3:19])([CH3:18])Cl)[CH:2]=[CH2:3].[CH3:20][N:21]([CH3:30])[C:22]1([Li])[CH:26]=[C:25]([CH3:27])[C:24]([CH3:28])=[CH:23]1. The catalyst is C1(C)C=CC=CC=1.O1CCCC1. The product is [CH3:20][N:21]([CH3:30])[C:22]1[CH:26]([Si:16]([C:6]2[CH:7]=[C:8]([CH3:15])[CH:9]=[C:10]([C:11]([CH3:13])([CH3:14])[CH3:12])[C:5]=2[O:4][CH2:1][CH:2]=[CH2:3])([CH3:19])[CH3:18])[C:25]([CH3:27])=[C:24]([CH3:28])[CH:23]=1. The yield is 1.00.